From a dataset of Full USPTO retrosynthesis dataset with 1.9M reactions from patents (1976-2016). Predict the reactants needed to synthesize the given product. (1) Given the product [Br:1][C:2]1[C:14]([CH3:15])=[CH:13][C:5]([O:6][C:7]([CH3:12])([CH3:11])[CH2:8][OH:9])=[CH:4][C:3]=1[CH3:16], predict the reactants needed to synthesize it. The reactants are: [Br:1][C:2]1[C:14]([CH3:15])=[CH:13][C:5]([O:6][C:7]([CH3:12])([CH3:11])[C:8](O)=[O:9])=[CH:4][C:3]=1[CH3:16].O.Cl. (2) The reactants are: F[C:2]1[C:7]([C:8]2[N:18]=[CH:17][C:16]3[O:15][CH2:14][CH2:13][N:12]4[CH:19]=[C:20]([C:22]5[N:26]([CH:27]([CH3:29])[CH3:28])[N:25]=[CH:24][N:23]=5)[N:21]=[C:11]4[C:10]=3[CH:9]=2)=[CH:6][CH:5]=[CH:4][N:3]=1.C[O:31]CCOC.Cl. Given the product [CH:27]([N:26]1[C:22]([C:20]2[N:21]=[C:11]3[C:10]4[CH:9]=[C:8]([C:7]5[C:2](=[O:31])[NH:3][CH:4]=[CH:5][CH:6]=5)[N:18]=[CH:17][C:16]=4[O:15][CH2:14][CH2:13][N:12]3[CH:19]=2)=[N:23][CH:24]=[N:25]1)([CH3:29])[CH3:28], predict the reactants needed to synthesize it. (3) Given the product [F:1][C:2]1[CH:9]=[C:8]([I:10])[CH:7]=[CH:6][C:3]=1[CH:4]([OH:5])[CH3:11], predict the reactants needed to synthesize it. The reactants are: [F:1][C:2]1[CH:9]=[C:8]([I:10])[CH:7]=[CH:6][C:3]=1[CH:4]=[O:5].[CH3:11][Mg]Cl.[Cl-].[NH4+]. (4) Given the product [NH2:32][C:30]1[S:31][C:2]([C:12]2[N:21]=[CH:20][C:19]3[N:18]([CH3:22])[C:17](=[O:23])[C@@H:16]([CH2:24][CH3:25])[N:15]([CH:26]([CH3:28])[CH3:27])[C:14]=3[N:13]=2)=[C:3]([C:5]2[CH:10]=[CH:9][C:8]([F:11])=[CH:7][CH:6]=2)[N:29]=1, predict the reactants needed to synthesize it. The reactants are: Br[CH:2]([C:12]1[N:21]=[CH:20][C:19]2[N:18]([CH3:22])[C:17](=[O:23])[C@@H:16]([CH2:24][CH3:25])[N:15]([CH:26]([CH3:28])[CH3:27])[C:14]=2[N:13]=1)[C:3]([C:5]1[CH:10]=[CH:9][C:8]([F:11])=[CH:7][CH:6]=1)=O.[NH2:29][C:30]([NH2:32])=[S:31]. (5) The reactants are: Br[C:2]1[CH:3]=[C:4]([S:8]([C:11]2[S:15][C:14]([CH2:16][N:17]([CH3:25])[C:18](=[O:24])[O:19][C:20]([CH3:23])([CH3:22])[CH3:21])=[N:13][C:12]=2[C:26]2[CH:31]=[CH:30][CH:29]=[CH:28][C:27]=2[F:32])(=[O:10])=[O:9])[CH:5]=[CH:6][CH:7]=1.[NH:33]1[CH2:37][CH2:36][CH2:35][C:34]1=[O:38].C(=O)([O-])[O-].[Cs+].[Cs+].O. Given the product [F:32][C:27]1[CH:28]=[CH:29][CH:30]=[CH:31][C:26]=1[C:12]1[N:13]=[C:14]([CH2:16][N:17]([CH3:25])[C:18](=[O:24])[O:19][C:20]([CH3:23])([CH3:22])[CH3:21])[S:15][C:11]=1[S:8]([C:4]1[CH:5]=[CH:6][CH:7]=[C:2]([N:33]2[CH2:37][CH2:36][CH2:35][C:34]2=[O:38])[CH:3]=1)(=[O:10])=[O:9], predict the reactants needed to synthesize it.